From a dataset of Forward reaction prediction with 1.9M reactions from USPTO patents (1976-2016). Predict the product of the given reaction. (1) Given the reactants [Cl:1][C:2]1[N:3]=[C:4]([O:20][CH:21]2[CH2:26][CH2:25][O:24][CH2:23][CH2:22]2)[C:5]2[C:10](I)=[CH:9][N:8]([CH2:12][O:13][CH2:14][CH2:15][Si:16]([CH3:19])([CH3:18])[CH3:17])[C:6]=2[N:7]=1.[CH3:27][NH:28][C:29](=[O:45])[C:30]1[CH:35]=[CH:34][C:33](B2OC(C)(C)C(C)(C)O2)=[CH:32][N:31]=1.ClCCl.C(=O)([O-])[O-].[Na+].[Na+], predict the reaction product. The product is: [Cl:1][C:2]1[N:3]=[C:4]([O:20][CH:21]2[CH2:26][CH2:25][O:24][CH2:23][CH2:22]2)[C:5]2[C:10]([C:33]3[CH:34]=[CH:35][C:30]([C:29]([NH:28][CH3:27])=[O:45])=[N:31][CH:32]=3)=[CH:9][N:8]([CH2:12][O:13][CH2:14][CH2:15][Si:16]([CH3:19])([CH3:18])[CH3:17])[C:6]=2[N:7]=1. (2) Given the reactants [N:1]([CH2:4][C:5]([F:43])([F:42])[CH2:6][CH2:7][C@H:8]([N:18]([CH2:37][CH2:38][CH2:39][CH2:40][CH3:41])[S:19]([C:22]1[CH:27]=[CH:26][C:25]([CH2:28][O:29][Si:30]([C:33]([CH3:36])([CH3:35])[CH3:34])([CH3:32])[CH3:31])=[CH:24][CH:23]=1)(=[O:21])=[O:20])[CH2:9][O:10][Si:11]([C:14]([CH3:17])([CH3:16])[CH3:15])([CH3:13])[CH3:12])=[N+]=[N-].C1(P(C2C=CC=CC=2)C2C=CC=CC=2)C=CC=CC=1, predict the reaction product. The product is: [NH2:1][CH2:4][C:5]([F:43])([F:42])[CH2:6][CH2:7][C@H:8]([N:18]([CH2:37][CH2:38][CH2:39][CH2:40][CH3:41])[S:19]([C:22]1[CH:23]=[CH:24][C:25]([CH2:28][O:29][Si:30]([C:33]([CH3:34])([CH3:35])[CH3:36])([CH3:31])[CH3:32])=[CH:26][CH:27]=1)(=[O:21])=[O:20])[CH2:9][O:10][Si:11]([C:14]([CH3:16])([CH3:15])[CH3:17])([CH3:12])[CH3:13]. (3) Given the reactants [F:1][C:2]1[C:7]([OH:8])=[CH:6][CH:5]=[C:4]([CH3:9])[N:3]=1.C(=O)([O-])[O-].[K+].[K+].[CH2:16](I)[CH3:17].O, predict the reaction product. The product is: [CH2:16]([O:8][C:7]1[C:2]([F:1])=[N:3][C:4]([CH3:9])=[CH:5][CH:6]=1)[CH3:17]. (4) Given the reactants [CH3:1][O:2][CH2:3][C@@H:4]1[CH2:8][CH2:7][N:6]([C@H](C2C=CC=CC=2)C)[C@@H:5]1[C:17]([NH2:19])=[O:18], predict the reaction product. The product is: [CH3:1][O:2][CH2:3][C@@H:4]1[CH2:8][CH2:7][NH:6][C@@H:5]1[C:17]([NH2:19])=[O:18]. (5) Given the reactants [Br:1][C:2]1[C:3](=[O:47])[N:4]([CH2:38][C:39]2[CH:44]=[CH:43][C:42]([O:45][CH3:46])=[CH:41][CH:40]=2)[C:5]([CH3:37])=[CH:6][C:7]=1[O:8][CH2:9][C:10]1[CH:36]=[CH:35][CH:34]=[CH:33][C:11]=1[CH2:12][NH:13][C:14]([NH:16][C:17]1[N:21]([C:22]2[CH:27]=[CH:26][CH:25]=[C:24](F)[CH:23]=2)[N:20]=[C:19]([C:29]([CH3:32])([CH3:31])[CH3:30])[CH:18]=1)=[O:15].C(N(CC)CC)C.C(C1C=C(N[C:65](=O)[O:66]C2C=CC([N+]([O-])=O)=CC=2)N(C2C=CC=C(OC)C=2)N=1)(C)(C)C, predict the reaction product. The product is: [Br:1][C:2]1[C:3](=[O:47])[N:4]([CH2:38][C:39]2[CH:44]=[CH:43][C:42]([O:45][CH3:46])=[CH:41][CH:40]=2)[C:5]([CH3:37])=[CH:6][C:7]=1[O:8][CH2:9][C:10]1[CH:36]=[CH:35][CH:34]=[CH:33][C:11]=1[CH2:12][NH:13][C:14]([NH:16][C:17]1[N:21]([C:22]2[CH:27]=[CH:26][CH:25]=[C:24]([O:66][CH3:65])[CH:23]=2)[N:20]=[C:19]([C:29]([CH3:32])([CH3:31])[CH3:30])[CH:18]=1)=[O:15]. (6) Given the reactants C([O:3][C:4](=[O:35])[CH2:5][O:6][C:7]1[CH:12]=[CH:11][C:10]([S:13][C:14]2[CH:19]=[C:18]([C:20]#[C:21][CH2:22][N:23]3[CH2:28][CH2:27][O:26][CH2:25][CH2:24]3)[CH:17]=[C:16]([O:29][CH2:30][C:31]#[C:32][CH3:33])[CH:15]=2)=[CH:9][C:8]=1[CH3:34])C.[OH-].[Na+].Cl, predict the reaction product. The product is: [CH2:30]([O:29][C:16]1[CH:15]=[C:14]([S:13][C:10]2[CH:11]=[CH:12][C:7]([O:6][CH2:5][C:4]([OH:35])=[O:3])=[C:8]([CH3:34])[CH:9]=2)[CH:19]=[C:18]([C:20]#[C:21][CH2:22][N:23]2[CH2:24][CH2:25][O:26][CH2:27][CH2:28]2)[CH:17]=1)[C:31]#[C:32][CH3:33]. (7) Given the reactants [F:1][C:2]([F:7])([F:6])[C:3]([OH:5])=[O:4].FC(F)(F)C(O)=O.[Cl:15][C:16]1[C:21]([F:22])=[CH:20][CH:19]=[C:18]([Cl:23])[C:17]=1[CH:24]([O:26][C:27]1[CH:54]=[CH:53][C:30]2[N:31]=[C:32]([NH:34][C:35]([NH:37][CH2:38][CH2:39][N:40]3[CH2:45][CH2:44][N:43](C(OC(C)(C)C)=O)[CH2:42][CH2:41]3)=[O:36])[S:33][C:29]=2[CH:28]=1)[CH3:25].[OH-].[Na+], predict the reaction product. The product is: [F:1][C:2]([F:7])([F:6])[C:3]([OH:5])=[O:4].[Cl:15][C:16]1[C:21]([F:22])=[CH:20][CH:19]=[C:18]([Cl:23])[C:17]=1[CH:24]([O:26][C:27]1[CH:54]=[CH:53][C:30]2[N:31]=[C:32]([NH:34][C:35]([NH:37][CH2:38][CH2:39][N:40]3[CH2:45][CH2:44][NH:43][CH2:42][CH2:41]3)=[O:36])[S:33][C:29]=2[CH:28]=1)[CH3:25].